From a dataset of Forward reaction prediction with 1.9M reactions from USPTO patents (1976-2016). Predict the product of the given reaction. Given the reactants [C:1]([C:3]1[CH:4]=[C:5]([C:13]([OH:15])=O)[CH:6]=[N:7][C:8]=1[NH:9][CH2:10][CH2:11][CH3:12])#[N:2].CCN(C(C)C)C(C)C.O[NH:26][C:27](=[NH:46])[C:28]1[CH:45]=[CH:44][C:31]2[CH2:32][CH2:33][N:34]([C:37]([O:39][C:40]([CH3:43])([CH3:42])[CH3:41])=[O:38])[CH2:35][CH2:36][C:30]=2[CH:29]=1.CN(C(ON1N=NC2C=CC=NC1=2)=[N+](C)C)C.F[P-](F)(F)(F)(F)F, predict the reaction product. The product is: [C:1]([C:3]1[CH:4]=[C:5]([C:13]2[O:15][N:26]=[C:27]([C:28]3[CH:45]=[CH:44][C:31]4[CH2:32][CH2:33][N:34]([C:37]([O:39][C:40]([CH3:41])([CH3:42])[CH3:43])=[O:38])[CH2:35][CH2:36][C:30]=4[CH:29]=3)[N:46]=2)[CH:6]=[N:7][C:8]=1[NH:9][CH2:10][CH2:11][CH3:12])#[N:2].